Regression/Classification. Given a drug SMILES string, predict its absorption, distribution, metabolism, or excretion properties. Task type varies by dataset: regression for continuous measurements (e.g., permeability, clearance, half-life) or binary classification for categorical outcomes (e.g., BBB penetration, CYP inhibition). Dataset: cyp1a2_veith. From a dataset of CYP1A2 inhibition data for predicting drug metabolism from PubChem BioAssay. (1) The drug is FC(F)(F)c1cccc(NC(=S)Nc2cccc(Cl)c2)c1. The result is 1 (inhibitor). (2) The compound is Cn1c(=O)c2c3c(sc2n2cnnc12)CCC3. The result is 1 (inhibitor). (3) The drug is CCOC(=O)CCCNC(=O)c1cncc(Br)c1. The result is 1 (inhibitor). (4) The molecule is Nc1nc(SCC(=O)c2ccc(Br)cc2)c2[nH]cnc2n1. The result is 1 (inhibitor). (5) The compound is FC(F)(F)c1nc(N2CCCC2)ncc1-c1nnnn1-c1ccccc1. The result is 0 (non-inhibitor). (6) The compound is COc1ccc(OC)c(NC(=O)[C@H]2CC=CC[C@H]2C(=O)O)c1. The result is 0 (non-inhibitor). (7) The drug is COc1cccc(Cn2c(=O)c(C)nc3cnc(N(C)C)nc32)c1. The result is 1 (inhibitor). (8) The compound is CCCCn1nc(-c2ccccc2)c2nc3ccccc3nc21. The result is 1 (inhibitor). (9) The compound is CCC(=O)N[C@@H]1Cc2ccccc2[C@@H](c2ccccc2)C1. The result is 1 (inhibitor). (10) The molecule is COC(=O)[C@@]1(Cc2ccc(F)cc2)[C@H]2c3cc(C(=O)N4CCCC4)n(CC4CC4)c3C[C@H]2CN1C(=O)c1ccccc1. The result is 0 (non-inhibitor).